From a dataset of Full USPTO retrosynthesis dataset with 1.9M reactions from patents (1976-2016). Predict the reactants needed to synthesize the given product. (1) Given the product [CH3:12][NH:14][CH:36]1[CH2:37][CH2:38][N:39]([CH2:40][CH2:41][C:42]2[CH:47]=[CH:46][CH:45]=[CH:44][CH:43]=2)[CH2:9][CH:8]1[C:4]1[CH:3]=[CH:2][CH:7]=[CH:6][N:5]=1, predict the reactants needed to synthesize it. The reactants are: C[C:2]1[CH:7]=[CH:6][N:5]=[C:4]([CH2:8][C:9](O)=O)[CH:3]=1.[C:12](N1C=CN=C1)([N:14]1C=CN=C1)=O.CCN(C(C)C)C(C)C.C(O[C:36](=O)[CH2:37][CH2:38][NH:39][CH2:40][CH2:41][C:42]1[CH:47]=[CH:46][CH:45]=[CH:44][CH:43]=1)C. (2) Given the product [Br:1][C:2]1[CH:3]=[N:4][N:5]2[CH:10]=[C:9]([C:11]3[CH:16]=[CH:15][C:14]([NH:18][CH2:19][C:20]([CH3:23])([OH:22])[CH3:21])=[N:13][CH:12]=3)[CH:8]=[N:7][C:6]=12, predict the reactants needed to synthesize it. The reactants are: [Br:1][C:2]1[CH:3]=[N:4][N:5]2[CH:10]=[C:9]([C:11]3[CH:12]=[N:13][C:14](F)=[CH:15][CH:16]=3)[CH:8]=[N:7][C:6]=12.[NH2:18][CH2:19][C:20]([CH3:23])([OH:22])[CH3:21].C(=O)([O-])[O-].[K+].[K+]. (3) The reactants are: [CH2:1]([C:3]1[CH:8]=[CH:7][C:6]([CH:9]2[CH2:14][N:13]([C:15]([N:17]3[CH2:21][CH2:20][CH2:19][CH2:18]3)=[O:16])[CH2:12][CH:11]([C:22](O)=[O:23])[CH2:10]2)=[CH:5][CH:4]=1)[CH3:2].O[NH:26][C:27]([C:29]1[CH:34]=[CH:33][CH:32]=[CH:31][CH:30]=1)=[NH:28]. Given the product [CH2:1]([C:3]1[CH:4]=[CH:5][C:6]([CH:9]2[CH2:10][CH:11]([C:22]3[O:23][N:28]=[C:27]([C:29]4[CH:34]=[CH:33][CH:32]=[CH:31][CH:30]=4)[N:26]=3)[CH2:12][N:13]([C:15]([N:17]3[CH2:21][CH2:20][CH2:19][CH2:18]3)=[O:16])[CH2:14]2)=[CH:7][CH:8]=1)[CH3:2], predict the reactants needed to synthesize it.